From a dataset of Full USPTO retrosynthesis dataset with 1.9M reactions from patents (1976-2016). Predict the reactants needed to synthesize the given product. (1) Given the product [CH3:9][C:10]1[N:25]=[C:13]2[CH:14]=[CH:15][CH:16]=[C:17]([CH:18]3[CH2:4][CH:19]3[C:20]([O:22][CH2:23][CH3:24])=[O:21])[N:12]2[N:11]=1, predict the reactants needed to synthesize it. The reactants are: [H-].[Na+].[I-].[CH3:4][S+](C)(C)=O.[CH3:9][C:10]1[N:25]=[C:13]2[CH:14]=[CH:15][CH:16]=[C:17](/[CH:18]=[CH:19]/[C:20]([O:22][CH2:23][CH3:24])=[O:21])[N:12]2[N:11]=1.O. (2) Given the product [F:1][C:2]1[CH:3]=[C:4]([C:10]2[CH:11]=[C:12]([CH2:27][N:37]3[CH2:38][CH2:39][N:34]([CH3:33])[CH2:35][CH2:36]3)[C:13](=[O:26])[N:14]([CH2:16][CH2:17][CH2:18][C:19]3[CH:24]=[CH:23][C:22]([F:25])=[CH:21][CH:20]=3)[N:15]=2)[CH:5]=[CH:6][C:7]=1[O:8][CH3:9], predict the reactants needed to synthesize it. The reactants are: [F:1][C:2]1[CH:3]=[C:4]([C:10]2[CH:11]=[C:12]([CH2:27]OS(C)(=O)=O)[C:13](=[O:26])[N:14]([CH2:16][CH2:17][CH2:18][C:19]3[CH:24]=[CH:23][C:22]([F:25])=[CH:21][CH:20]=3)[N:15]=2)[CH:5]=[CH:6][C:7]=1[O:8][CH3:9].[CH3:33][N:34]1[CH2:39][CH2:38][NH:37][CH2:36][CH2:35]1. (3) Given the product [Cl:15][C:16]1[CH:22]=[C:21]([N+:23]([O-:25])=[O:24])[CH:20]=[CH:19][C:17]=1[NH:18][C:7](=[O:9])[C:6]1[C:10]([CH3:13])=[CH:11][CH:12]=[C:4]([CH:1]([CH3:2])[CH3:3])[C:5]=1[OH:14], predict the reactants needed to synthesize it. The reactants are: [CH:1]([C:4]1[CH:12]=[CH:11][C:10]([CH3:13])=[C:6]([C:7]([OH:9])=O)[C:5]=1[OH:14])([CH3:3])[CH3:2].[Cl:15][C:16]1[CH:22]=[C:21]([N+:23]([O-:25])=[O:24])[CH:20]=[CH:19][C:17]=1[NH2:18]. (4) Given the product [CH3:27][S:28]([NH:20][C:15]1[CH:16]=[CH:17][CH:18]=[CH:19][C:14]=1[N:11]1[CH2:10][CH2:9][N:8]([CH2:1][C:2]2[CH:3]=[CH:4][CH:5]=[CH:6][CH:7]=2)[CH2:13][CH2:12]1)(=[O:30])=[O:29], predict the reactants needed to synthesize it. The reactants are: [CH2:1]([N:8]1[CH2:13][CH2:12][N:11]([C:14]2[CH:19]=[CH:18][CH:17]=[CH:16][C:15]=2[NH2:20])[CH2:10][CH2:9]1)[C:2]1[CH:7]=[CH:6][CH:5]=[CH:4][CH:3]=1.N1C=CC=CC=1.[CH3:27][S:28](Cl)(=[O:30])=[O:29].C([O-])(O)=O.[Na+]. (5) The reactants are: [CH2:1]([NH2:4])[C:2]#[CH:3].C(N(CC)CC)C.[CH3:12][O:13][C:14]1[CH:33]=[CH:32][C:17]([C:18](Cl)([C:25]2[CH:30]=[CH:29][CH:28]=[CH:27][CH:26]=2)[C:19]2[CH:24]=[CH:23][CH:22]=[CH:21][CH:20]=2)=[CH:16][CH:15]=1.O. Given the product [CH3:12][O:13][C:14]1[CH:33]=[CH:32][C:17]([C:18]([NH:4][CH2:1][C:2]#[CH:3])([C:25]2[CH:30]=[CH:29][CH:28]=[CH:27][CH:26]=2)[C:19]2[CH:24]=[CH:23][CH:22]=[CH:21][CH:20]=2)=[CH:16][CH:15]=1, predict the reactants needed to synthesize it. (6) Given the product [CH3:1][C:2]1[O:33][CH:28]=[C:5]([CH3:23])[C:6]=1[C:7]1[C:8]([C:15]2[CH:20]=[CH:19][C:18]([OH:21])=[CH:17][CH:16]=2)=[N:9][N:10]([CH3:14])[C:11]=1[CH:12]=[N:25][OH:26], predict the reactants needed to synthesize it. The reactants are: [CH3:1][C:2]1[C:6]([C:7]2[C:8]([C:15]3[CH:20]=[CH:19][C:18]([O:21]C)=[CH:17][CH:16]=3)=[N:9][N:10]([CH3:14])[C:11]=2[CH:12]=O)=[C:5]([CH3:23])ON=1.Cl.[NH2:25][OH:26].N1C=CC=C[CH:28]=1.[OH2:33]. (7) Given the product [CH3:14][Si:2]([CH3:13])([CH3:1])[C:3]#[C:4][CH:5]([O:6][CH:7]1[CH2:12][CH2:11][CH2:10][CH2:9][O:8]1)[CH2:9]/[CH:10]=[CH:11]\[CH2:12][CH2:7][C:15]1[CH:20]=[CH:19][CH:18]=[CH:17][CH:16]=1, predict the reactants needed to synthesize it. The reactants are: [CH3:1][Si:2]([CH3:14])([CH3:13])[C:3]#[C:4][CH2:5][O:6][CH:7]1[CH2:12][CH2:11][CH2:10][CH2:9][O:8]1.[CH:15]1[CH:20]=[CH:19][CH:18]=[CH:17][CH:16]=1. (8) Given the product [CH2:19]([O:18][CH2:17][O:16][C:4]1[C:5]2[C:6]([CH3:15])([CH3:14])[CH2:7][CH2:8][C:9]([CH3:13])([CH3:12])[C:10]=2[CH:11]=[C:2]([B:26]([OH:31])[OH:27])[CH:3]=1)[CH3:20], predict the reactants needed to synthesize it. The reactants are: Br[C:2]1[CH:11]=[C:10]2[C:5]([C:6]([CH3:15])([CH3:14])[CH2:7][CH2:8][C:9]2([CH3:13])[CH3:12])=[C:4]([O:16][CH2:17][O:18][CH2:19][CH3:20])[CH:3]=1.C([Li])CCC.[B:26](OC(C)C)([O:31]C(C)C)[O:27]C(C)C.[Cl-].[NH4+]. (9) The reactants are: [F:1][C:2]1[CH:7]=[CH:6][CH:5]=[C:4]([F:8])[C:3]=1[C:9]1[CH:10]=[C:11]2[C:15](=[CH:16][CH:17]=1)[N:14]([CH:18]1[CH2:23][CH2:22][CH2:21][CH2:20][O:19]1)[N:13]=[C:12]2I.[CH3:25][O:26][C:27]1[CH:48]=[CH:47][C:30]([CH2:31][O:32][C:33]2[CH:38]=[C:37]([Sn](C)(C)C)[N:36]=[C:35]([S:43]([CH3:46])(=[O:45])=[O:44])[N:34]=2)=[CH:29][CH:28]=1. Given the product [F:1][C:2]1[CH:7]=[CH:6][CH:5]=[C:4]([F:8])[C:3]=1[C:9]1[CH:10]=[C:11]2[C:15](=[CH:16][CH:17]=1)[N:14]([CH:18]1[CH2:23][CH2:22][CH2:21][CH2:20][O:19]1)[N:13]=[C:12]2[C:37]1[CH:38]=[C:33]([O:32][CH2:31][C:30]2[CH:29]=[CH:28][C:27]([O:26][CH3:25])=[CH:48][CH:47]=2)[N:34]=[C:35]([S:43]([CH3:46])(=[O:45])=[O:44])[N:36]=1, predict the reactants needed to synthesize it.